This data is from Full USPTO retrosynthesis dataset with 1.9M reactions from patents (1976-2016). The task is: Predict the reactants needed to synthesize the given product. (1) Given the product [NH2:21][C@H:16]1[CH2:17][C@@H:18]([CH3:20])[CH2:19][N:14]([C:13]2[C:12]([NH:29][C:30]([C:32]3[CH:37]=[CH:36][C:35]([F:38])=[C:34]([C:39]4[C:40]([F:49])=[CH:41][C:42]([S:46]([CH3:48])=[O:47])=[CH:43][C:44]=4[F:45])[N:33]=3)=[O:31])=[CH:11][N:10]=[C:9]3[CH:5]([OH:4])[CH2:6][CH2:7][C:8]=23)[CH2:15]1, predict the reactants needed to synthesize it. The reactants are: C([O:4][CH:5]1[C:9]2=[N:10][CH:11]=[C:12]([NH:29][C:30]([C:32]3[CH:37]=[CH:36][C:35]([F:38])=[C:34]([C:39]4[C:44]([F:45])=[CH:43][C:42]([S:46]([CH3:48])=[O:47])=[CH:41][C:40]=4[F:49])[N:33]=3)=[O:31])[C:13]([N:14]3[CH2:19][C@H:18]([CH3:20])[CH2:17][C@H:16]([NH:21]C(OC(C)(C)C)=O)[CH2:15]3)=[C:8]2[CH2:7][CH2:6]1)(=O)C.[OH-].[Na+].C(O)(C(F)(F)F)=O. (2) Given the product [CH3:9][Si:8]([CH3:11])([CH3:10])[C:5]1[CH:6]=[CH:7][C:2]([NH:15][C:12](=[O:14])[CH3:13])=[CH:3][CH:4]=1, predict the reactants needed to synthesize it. The reactants are: Br[C:2]1[CH:7]=[CH:6][C:5]([Si:8]([CH3:11])([CH3:10])[CH3:9])=[CH:4][CH:3]=1.[C:12]([NH2:15])(=[O:14])[CH3:13].C(=O)([O-])[O-].[K+].[K+].CNCCNC. (3) The reactants are: [Cl:1][C:2]1[CH:3]=[C:4]2[C:12](=[CH:13][CH:14]=1)[N:11]([CH2:15][C:16](Cl)([C:18]1[CH:23]=[CH:22][N:21]=[CH:20][N:19]=1)[CH3:17])[C:10]1[CH2:9][N:8]([CH3:25])[CH2:7][CH2:6][C:5]2=1.[OH-].[K+].O. Given the product [Cl:1][C:2]1[CH:3]=[C:4]2[C:12](=[CH:13][CH:14]=1)[N:11](/[CH:15]=[C:16](\[C:18]1[CH:23]=[CH:22][N:21]=[CH:20][N:19]=1)/[CH3:17])[C:10]1[CH2:9][N:8]([CH3:25])[CH2:7][CH2:6][C:5]2=1.[Cl:1][C:2]1[CH:3]=[C:4]2[C:12](=[CH:13][CH:14]=1)[N:11](/[CH:15]=[C:16](/[C:18]1[CH:23]=[CH:22][N:21]=[CH:20][N:19]=1)\[CH3:17])[C:10]1[CH2:9][N:8]([CH3:25])[CH2:7][CH2:6][C:5]2=1, predict the reactants needed to synthesize it. (4) Given the product [CH3:1][N:2]1[C:6]([CH3:7])=[CH:5][N:4]=[C:3]1/[CH:8]=[N:16]/[S:14]([C:11]([CH3:13])([CH3:12])[CH3:10])=[O:15], predict the reactants needed to synthesize it. The reactants are: [CH3:1][N:2]1[C:6]([CH3:7])=[CH:5][N:4]=[C:3]1[CH:8]=O.[CH3:10][C:11]([S:14]([NH2:16])=[O:15])([CH3:13])[CH3:12]. (5) Given the product [ClH:1].[Cl:1][C:2]1[CH:7]=[C:6]([NH:8][C@@H:9]2[CH2:10][CH2:11][C@H:12]([C:15]([OH:17])=[O:16])[CH2:13][CH2:14]2)[C:5]([N+:19]([O-:21])=[O:20])=[CH:4][N:3]=1, predict the reactants needed to synthesize it. The reactants are: [Cl:1][C:2]1[CH:7]=[C:6]([NH:8][C@@H:9]2[CH2:14][CH2:13][C@H:12]([C:15]([O:17]C)=[O:16])[CH2:11][CH2:10]2)[C:5]([N+:19]([O-:21])=[O:20])=[CH:4][N:3]=1.Cl. (6) Given the product [ClH:13].[Cl:13][C:14]1[CH:33]=[CH:32][C:17]([NH:18][C:19]2([O:4][CH3:3])[C:28]3[C:23](=[CH:24][C:25]([O:31][CH2:55][CH2:56][N:57]4[CH2:62][CH2:61][O:60][CH2:59][C:58]4=[O:63])=[CH:26][CH:27]=3)[N:22]=[CH:21][NH:20]2)=[C:16]([F:34])[CH:15]=1, predict the reactants needed to synthesize it. The reactants are: N(C(OCC)=O)=N[C:3](OCC)=[O:4].[Cl:13][C:14]1[CH:33]=[CH:32][C:17]([NH:18][C:19]2[C:28]3[C:23](=[CH:24][C:25]([OH:31])=[C:26](OC)[CH:27]=3)[N:22]=[CH:21][N:20]=2)=[C:16]([F:34])[CH:15]=1.C1(P(C2C=CC=CC=2)C2C=CC=CC=2)C=CC=CC=1.O[CH2:55][CH2:56][N:57]1[CH2:62][CH2:61][O:60][CH2:59][C:58]1=[O:63]. (7) The reactants are: [NH:1]1[CH2:6][CH2:5][CH2:4][CH:3]([C:7]([O:9][CH2:10][CH3:11])=[O:8])[CH2:2]1.Br[CH2:13][CH2:14][CH3:15].C(=O)([O-])[O-].[Na+].[Na+]. Given the product [CH2:13]([N:1]1[CH2:6][CH2:5][CH2:4][CH:3]([C:7]([O:9][CH2:10][CH3:11])=[O:8])[CH2:2]1)[CH2:14][CH3:15], predict the reactants needed to synthesize it. (8) Given the product [Si:1]([O:18][C:19]1[C:24]([Cl:34])=[N:25][C:26]2[C:27]([CH:28]=1)=[CH:32][CH:31]=[C:58]1[CH:57]=[CH:56][C:55]([O:39][CH2:38][CH:35]3[CH2:37][CH2:36]3)=[CH:54][C:53]=21)([C:14]([CH3:15])([CH3:17])[CH3:16])([C:2]1[CH:7]=[CH:6][CH:5]=[CH:4][CH:3]=1)[C:8]1[CH:13]=[CH:12][CH:11]=[CH:10][CH:9]=1, predict the reactants needed to synthesize it. The reactants are: [Si:1]([O:18][C:19]1C=C2[C:26](=[C:27]3[CH:32]=[C:31](O)C=C[C:28]=13)[N:25]=[C:24]([Cl:34])C=C2)([C:14]([CH3:17])([CH3:16])[CH3:15])([C:8]1[CH:13]=[CH:12][CH:11]=[CH:10][CH:9]=1)[C:2]1[CH:7]=[CH:6][CH:5]=[CH:4][CH:3]=1.[CH:35]1([CH2:38][OH:39])[CH2:37][CH2:36]1.[C:53]1(P([C:53]2[CH:58]=[CH:57][CH:56]=[CH:55][CH:54]=2)[C:53]2[CH:58]=[CH:57][CH:56]=[CH:55][CH:54]=2)[CH:58]=[CH:57][CH:56]=[CH:55][CH:54]=1.CC(OC(/N=N/C(OC(C)(C)C)=O)=O)(C)C. (9) Given the product [Cl:10][C:9]1[C:8]([CH:11]=[CH2:12])=[CH:7][C:4]([C:5]#[N:6])=[CH:3][C:2]=1[NH:1][C:14]1[N:19]=[C:18]([N:20]([CH:30]2[CH2:32][CH2:31]2)[CH2:21][C:22]2[CH:27]=[CH:26][C:25]([O:28][CH3:29])=[CH:24][CH:23]=2)[C:17]2=[N:33][CH:34]=[C:35]([C:36]#[N:37])[N:16]2[N:15]=1, predict the reactants needed to synthesize it. The reactants are: [NH2:1][C:2]1[CH:3]=[C:4]([CH:7]=[C:8]([CH:11]=[CH2:12])[C:9]=1[Cl:10])[C:5]#[N:6].Cl[C:14]1[N:19]=[C:18]([N:20]([CH:30]2[CH2:32][CH2:31]2)[CH2:21][C:22]2[CH:27]=[CH:26][C:25]([O:28][CH3:29])=[CH:24][CH:23]=2)[C:17]2=[N:33][CH:34]=[C:35]([C:36]#[N:37])[N:16]2[N:15]=1.C([O-])([O-])=O.[Cs+].[Cs+].C1(P(C2C=CC=CC=2)C2C3OC4C(=CC=CC=4P(C4C=CC=CC=4)C4C=CC=CC=4)C(C)(C)C=3C=CC=2)C=CC=CC=1.